From a dataset of Reaction yield outcomes from USPTO patents with 853,638 reactions. Predict the reaction yield, written as a fraction of the theoretical maximum amount of product (1.0 means a 100% yield; for example, 0.34 means a 34% yield). (1) The reactants are C[O:2][P:3]([CH2:7][C:8]([CH3:25])=[CH:9][CH2:10][C:11]1[C:12]([OH:24])=[C:13]2[C:17](=[C:18]([CH3:22])[C:19]=1[O:20][CH3:21])[CH2:16][O:15][C:14]2=[O:23])(=[O:6])[O:4]C.C[Si](Br)(C)C.N1C(C)=CC=CC=1C. The product is [OH:24][C:12]1[C:11]([CH2:10][CH:9]=[C:8]([CH3:25])[CH2:7][P:3](=[O:2])([OH:6])[OH:4])=[C:19]([O:20][CH3:21])[C:18]([CH3:22])=[C:17]2[C:13]=1[C:14](=[O:23])[O:15][CH2:16]2. The catalyst is C(#N)C. The yield is 0.730. (2) The reactants are [NH2:1][CH:2]([CH2:6][C:7]([F:10])([F:9])[F:8])[C:3]([OH:5])=[O:4].[OH-].[Na+].[C:13](O[C:13]([O:15][C:16]([CH3:19])([CH3:18])[CH3:17])=[O:14])([O:15][C:16]([CH3:19])([CH3:18])[CH3:17])=[O:14]. The catalyst is C(O)(C)(C)C.O. The product is [CH3:17][C:16]([O:15][C:13]([NH:1][CH:2]([CH2:6][C:7]([F:10])([F:9])[F:8])[C:3]([OH:5])=[O:4])=[O:14])([CH3:19])[CH3:18]. The yield is 1.21. (3) The reactants are [CH3:1][O:2][C:3]([C:5]1[CH:12]=[CH:11][C:8]([CH:9]=[O:10])=[CH:7][CH:6]=1)=[O:4].[C:13]([O:17][C:18](=[O:21])[CH:19]=[CH2:20])([CH3:16])([CH3:15])[CH3:14].N12CCN(CC1)CC2. The catalyst is C(OCC)(=O)C.CCCCCC. The product is [C:13]([O:17][C:18](=[O:21])[C:19](=[CH2:20])[CH:9]([OH:10])[C:8]1[CH:11]=[CH:12][C:5]([C:3]([O:2][CH3:1])=[O:4])=[CH:6][CH:7]=1)([CH3:16])([CH3:15])[CH3:14]. The yield is 0.730. (4) The reactants are O.[OH-].[Li+].[F:4][CH:5]([F:20])[C:6]1[CH:7]=[C:8]([CH:13]=[C:14]([CH2:16][N:17]([CH3:19])[CH3:18])[CH:15]=1)[C:9]([O:11]C)=[O:10].Cl. The catalyst is O.O1CCCC1. The product is [F:4][CH:5]([F:20])[C:6]1[CH:7]=[C:8]([CH:13]=[C:14]([CH2:16][N:17]([CH3:18])[CH3:19])[CH:15]=1)[C:9]([OH:11])=[O:10]. The yield is 1.00.